This data is from Forward reaction prediction with 1.9M reactions from USPTO patents (1976-2016). The task is: Predict the product of the given reaction. (1) Given the reactants CC([O-])(C)C.[K+].[C:7]([CH2:9][C:10]([NH2:12])=[O:11])#[N:8].[CH3:13][C:14](=O)/[CH:15]=[CH:16]/[CH2:17][CH3:18].N#N.O=O, predict the reaction product. The product is: [CH2:14]([C:15]1[NH:12][C:10](=[O:11])[C:9]([C:7]#[N:8])=[C:17]([CH3:18])[CH:16]=1)[CH3:13]. (2) The product is: [Cl:41][C:38]1[CH:39]=[CH:40][C:31]([NH:30][C:24]([C@@H:23]2[CH2:27][CH2:28][CH2:29][N:22]2[C:20]([O:19][C:15]([CH3:16])([CH3:17])[CH3:18])=[O:21])=[O:26])=[C:32]([C:33]([O:35][CH3:36])=[O:34])[CH:37]=1. Given the reactants C(N(CC)CC)C.CC(C)(C)C(Cl)=O.[C:15]([O:19][C:20]([N:22]1[CH2:29][CH2:28][CH2:27][C@H:23]1[C:24]([OH:26])=O)=[O:21])([CH3:18])([CH3:17])[CH3:16].[NH2:30][C:31]1[CH:40]=[CH:39][C:38]([Cl:41])=[CH:37][C:32]=1[C:33]([O:35][CH3:36])=[O:34], predict the reaction product. (3) Given the reactants [Cl:1][C:2]1[N:7]=[N:6][C:5]([C:8]([OH:10])=O)=[CH:4][CH:3]=1.C(N(C(C)C)CC)(C)C.O.ON1C2C=CC=CC=2N=N1.[F:31][C:32]1[CH:33]=[C:34]([CH:38]=[CH:39][CH:40]=1)[CH2:35][CH2:36][NH2:37], predict the reaction product. The product is: [F:31][C:32]1[CH:33]=[C:34]([CH2:35][CH2:36][NH:37][C:8]([C:5]2[N:6]=[N:7][C:2]([Cl:1])=[CH:3][CH:4]=2)=[O:10])[CH:38]=[CH:39][CH:40]=1. (4) Given the reactants Cl[C:2]1[C:3]2[CH:10]=[C:9]([CH2:11][C:12]([F:15])([F:14])[F:13])[S:8][C:4]=2[N:5]=[CH:6][N:7]=1.C(N(CC)C(C)C)(C)C.[NH2:25][CH:26]1[CH2:31][CH2:30][N:29](C(OC(C)(C)C)=O)[CH2:28][CH2:27]1, predict the reaction product. The product is: [NH:29]1[CH2:30][CH2:31][CH:26]([NH:25][C:2]2[C:3]3[CH:10]=[C:9]([CH2:11][C:12]([F:15])([F:14])[F:13])[S:8][C:4]=3[N:5]=[CH:6][N:7]=2)[CH2:27][CH2:28]1. (5) The product is: [C:30]([N:33]1[CH2:37][CH2:36][C:35]2([C:45]3[C:40](=[CH:41][CH:42]=[C:43]([CH:24]=[CH:4][O:3][CH3:2])[CH:44]=3)[N:39]([C:48]([NH:50][C:51]3[S:52][C:53]([Cl:56])=[CH:54][N:55]=3)=[O:49])[CH2:38]2)[CH2:34]1)(=[O:32])[CH3:31]. Given the reactants [Cl-].[CH3:2][O:3][CH2:4][P+](C1C=CC=CC=1)(C1C=CC=CC=1)C1C=CC=CC=1.[CH3:24]C(C)([O-])C.[K+].[C:30]([N:33]1[CH2:37][CH2:36][C:35]2([C:45]3[C:40](=[CH:41][CH:42]=[C:43](C=O)[CH:44]=3)[N:39]([C:48]([NH:50][C:51]3[S:52][C:53]([Cl:56])=[CH:54][N:55]=3)=[O:49])[CH2:38]2)[CH2:34]1)(=[O:32])[CH3:31].[Cl-].[NH4+], predict the reaction product. (6) The product is: [Cl:1][C:2]1[C:3]([C:12]2[N:13]=[CH:14][CH:15]=[CH:16][N:17]=2)=[C:4]([CH:9]=[CH:10][CH:11]=1)[C:5]([O-:7])=[O:6].[Na+:19]. Given the reactants [Cl:1][C:2]1[C:3]([C:12]2[N:17]=[CH:16][CH:15]=[CH:14][N:13]=2)=[C:4]([CH:9]=[CH:10][CH:11]=1)[C:5]([O:7]C)=[O:6].[OH-].[Na+:19].O, predict the reaction product. (7) Given the reactants [Cl:1][C:2]1[CH:3]=[C:4]2[C:8](=[CH:9][CH:10]=1)[NH:7][CH:6]=[C:5]2[CH2:11][CH2:12][NH:13][C:14](=[O:23])[C:15]1[CH:20]=[CH:19][CH:18]=[C:17]([CH2:21]Cl)[CH:16]=1.[F:24][C:25]1[CH:30]=[CH:29][CH:28]=[CH:27][C:26]=1B(O)O.C(=O)([O-])[O-].[Na+].[Na+].[I-].[Na+], predict the reaction product. The product is: [Cl:1][C:2]1[CH:3]=[C:4]2[C:8](=[CH:9][CH:10]=1)[NH:7][CH:6]=[C:5]2[CH2:11][CH2:12][NH:13][C:14](=[O:23])[C:15]1[CH:20]=[CH:19][CH:18]=[C:17]([CH2:21][C:26]2[CH:27]=[CH:28][CH:29]=[CH:30][C:25]=2[F:24])[CH:16]=1. (8) Given the reactants [CH3:1][CH:2]1[CH2:7][CH:6]([CH3:8])[CH2:5][N:4]([CH2:9][C:10]2[N:15]=[C:14]([NH:16][C:17]([NH:19][C:20]3[N:21]=[C:22]([C:25]4[CH:30]=[CH:29][N:28]=[CH:27][CH:26]=4)[S:23][CH:24]=3)=[O:18])[CH:13]=[CH:12][CH:11]=2)[CH2:3]1.[ClH:31], predict the reaction product. The product is: [ClH:31].[CH3:1][CH:2]1[CH2:7][CH:6]([CH3:8])[CH2:5][N:4]([CH2:9][C:10]2[N:15]=[C:14]([NH:16][C:17]([NH:19][C:20]3[N:21]=[C:22]([C:25]4[CH:26]=[CH:27][N:28]=[CH:29][CH:30]=4)[S:23][CH:24]=3)=[O:18])[CH:13]=[CH:12][CH:11]=2)[CH2:3]1. (9) Given the reactants [CH:1]1([N:7]([CH2:28][CH:29]2[CH2:31][CH2:30]2)[C:8]2[N:13]=[CH:12][N:11]=[C:10]([C:14]([NH:16][C:17]3[CH:22]=[CH:21][C:20]([S:23](Cl)(=[O:25])=[O:24])=[CH:19][C:18]=3[CH3:27])=[O:15])[CH:9]=2)[CH2:6][CH2:5][CH2:4][CH2:3][CH2:2]1.[CH3:32][NH:33][CH3:34], predict the reaction product. The product is: [CH:1]1([N:7]([CH2:28][CH:29]2[CH2:31][CH2:30]2)[C:8]2[N:13]=[CH:12][N:11]=[C:10]([C:14]([NH:16][C:17]3[CH:22]=[CH:21][C:20]([S:23]([N:33]([CH3:34])[CH3:32])(=[O:25])=[O:24])=[CH:19][C:18]=3[CH3:27])=[O:15])[CH:9]=2)[CH2:6][CH2:5][CH2:4][CH2:3][CH2:2]1.